From a dataset of HIV replication inhibition screening data with 41,000+ compounds from the AIDS Antiviral Screen. Binary Classification. Given a drug SMILES string, predict its activity (active/inactive) in a high-throughput screening assay against a specified biological target. (1) The molecule is CN1CCC2c3c([nH]c4ccccc34)C(C)(C)OC2C1. The result is 0 (inactive). (2) The molecule is C#CC(O)C=CC(O)CCCC(O)CC#CC(O)C#CCCCCC(O)C=CCCCC(=O)CCCCCCCCCCCCCCCC(O)C(O)C#CC(=O)O. The result is 0 (inactive). (3) The molecule is O=[N+]([O-])c1ccccc1S(=O)(=O)Oc1ccccc1. The result is 1 (active). (4) The molecule is Cc1ccc(NC(=O)CCC(=O)C2CC(=O)CCC2=NNC(=O)c2cc3ccccc3cc2O)cc1C. The result is 0 (inactive). (5) The drug is CCOC(=O)NN=C(Cc1ccccc1)OCC. The result is 0 (inactive). (6) The drug is CN1CC2C(C1=O)C(c1ccccc1)ON2C. The result is 0 (inactive).